From a dataset of Forward reaction prediction with 1.9M reactions from USPTO patents (1976-2016). Predict the product of the given reaction. (1) Given the reactants C([N:8]([CH2:30][C@@H:31]([C:33]1[CH:42]=[CH:41][C:40]([O:43]CC2C=CC=CC=2)=[C:39]2[C:34]=1[CH:35]=[CH:36][C:37](=[O:51])[NH:38]2)[OH:32])[CH2:9][CH2:10][CH2:11][CH2:12][CH2:13][CH2:14][CH2:15][O:16][CH2:17][CH2:18][CH2:19][C:20]1[CH:21]=[C:22]([S:26]([NH2:29])(=[O:28])=[O:27])[CH:23]=[CH:24][CH:25]=1)C1C=CC=CC=1.[C:52]([O:55]CC)(=[O:54])[CH3:53].C(O)(=O)C, predict the reaction product. The product is: [C:52]([OH:55])(=[O:54])[CH3:53].[OH:32][C@H:31]([C:33]1[CH:42]=[CH:41][C:40]([OH:43])=[C:39]2[C:34]=1[CH:35]=[CH:36][C:37](=[O:51])[NH:38]2)[CH2:30][NH:8][CH2:9][CH2:10][CH2:11][CH2:12][CH2:13][CH2:14][CH2:15][O:16][CH2:17][CH2:18][CH2:19][C:20]1[CH:21]=[C:22]([S:26]([NH2:29])(=[O:27])=[O:28])[CH:23]=[CH:24][CH:25]=1. (2) Given the reactants [Cl:1][C:2]1[CH:7]=[CH:6][C:5]([C:8]([CH3:13])([CH3:12])[C:9]([OH:11])=O)=[CH:4][C:3]=1[F:14].S(Cl)(Cl)=O.[C:19]([O:27][CH2:28][CH3:29])(=[O:26])[CH2:20][C:21]([O:23][CH2:24][CH3:25])=[O:22].[Mg+2].[Cl-].[Cl-], predict the reaction product. The product is: [Cl:1][C:2]1[CH:7]=[CH:6][C:5]([C:8]([CH3:13])([CH3:12])[C:9]([CH:20]([C:21]([O:23][CH2:24][CH3:25])=[O:22])[C:19]([O:27][CH2:28][CH3:29])=[O:26])=[O:11])=[CH:4][C:3]=1[F:14].